This data is from Reaction yield outcomes from USPTO patents with 853,638 reactions. The task is: Predict the reaction yield, written as a fraction of the theoretical maximum amount of product (1.0 means a 100% yield; for example, 0.34 means a 34% yield). (1) The reactants are [NH2:1][C:2]1[C:7]2=[CH:8][C:9]([C:12]#[N:13])=[C:10](Br)[N:6]2[N:5]=[CH:4][N:3]=1.CC1(C)C(C)(C)OB([C:22]2[CH2:23][CH2:24][N:25]([C:28]([O:30][C:31]([CH3:34])([CH3:33])[CH3:32])=[O:29])[CH2:26][CH:27]=2)O1.C(=O)([O-])[O-].[Na+].[Na+]. The catalyst is CN(C=O)C.COCCOC.O. The product is [NH2:1][C:2]1[C:7]2=[CH:8][C:9]([C:12]#[N:13])=[C:10]([C:22]3[CH2:27][CH2:26][N:25]([C:28]([O:30][C:31]([CH3:34])([CH3:33])[CH3:32])=[O:29])[CH2:24][CH:23]=3)[N:6]2[N:5]=[CH:4][N:3]=1. The yield is 0.694. (2) The reactants are [NH2:1][C:2]1[CH:7]=[CH:6][C:5]([Cl:8])=[CH:4][C:3]=1[NH:9][C:10](=O)[C:11]1[CH:16]=[C:15]([Br:17])[CH:14]=[CH:13][C:12]=1[F:18]. The catalyst is C(O)(=O)C. The product is [Br:17][C:15]1[CH:14]=[CH:13][C:12]([F:18])=[C:11]([C:10]2[NH:1][C:2]3[CH:7]=[CH:6][C:5]([Cl:8])=[CH:4][C:3]=3[N:9]=2)[CH:16]=1. The yield is 0.930.